Dataset: Peptide-MHC class I binding affinity with 185,985 pairs from IEDB/IMGT. Task: Regression. Given a peptide amino acid sequence and an MHC pseudo amino acid sequence, predict their binding affinity value. This is MHC class I binding data. (1) The peptide sequence is RMLDTSEKY. The MHC is HLA-A11:01 with pseudo-sequence HLA-A11:01. The binding affinity (normalized) is 0.150. (2) The MHC is HLA-B35:03 with pseudo-sequence HLA-B35:03. The binding affinity (normalized) is 0.410. The peptide sequence is AYIDNYNKF. (3) The peptide sequence is LEFFLMVLL. The MHC is HLA-B44:02 with pseudo-sequence HLA-B44:02. The binding affinity (normalized) is 0.156. (4) The peptide sequence is ISEDMHTDK. The MHC is HLA-A26:03 with pseudo-sequence HLA-A26:03. The binding affinity (normalized) is 0.0847.